This data is from Reaction yield outcomes from USPTO patents with 853,638 reactions. The task is: Predict the reaction yield, written as a fraction of the theoretical maximum amount of product (1.0 means a 100% yield; for example, 0.34 means a 34% yield). (1) The reactants are [C:1]([O:4][C:5]1[C:6](=[CH:10][CH:11]=[CH:12][CH:13]=1)[C:7](Cl)=[O:8])(=[O:3])[CH3:2].[CH3:14][S:15][C:16]1[S:20][C:19]([NH2:21])=[N:18][CH:17]=1.C(N(CC)CC)C. The catalyst is C1COCC1. The product is [C:1]([O:4][C:5]1[CH:13]=[CH:12][CH:11]=[CH:10][C:6]=1[C:7](=[O:8])[NH:21][C:19]1[S:20][C:16]([S:15][CH3:14])=[CH:17][N:18]=1)(=[O:3])[CH3:2]. The yield is 0.980. (2) The catalyst is C1COCC1.CO.C(Cl)Cl.CCCCCC. The yield is 0.493. The product is [CH2:1]([O:3][C:4]1[C:13]([NH:14][C:15]([N:34]2[CH2:35][CH2:36][N:31]([CH:30]([C:24]3[CH:29]=[CH:28][CH:27]=[CH:26][CH:25]=3)[C:37]3[CH:42]=[CH:41][CH:40]=[CH:39][CH:38]=3)[CH2:32][CH2:33]2)=[O:17])=[N:12][C:11]2[C:6](=[CH:7][CH:8]=[CH:9][CH:10]=2)[N:5]=1)[CH3:2]. The reactants are [CH2:1]([O:3][C:4]1[C:13]([N:14](C2C=CC=CC=2)[C:15](=[O:17])[O-])=[N:12][C:11]2[C:6](=[CH:7][CH:8]=[CH:9][CH:10]=2)[N:5]=1)[CH3:2].[C:24]1([CH:30]([C:37]2[CH:42]=[CH:41][CH:40]=[CH:39][CH:38]=2)[N:31]2[CH2:36][CH2:35][NH:34][CH2:33][CH2:32]2)[CH:29]=[CH:28][CH:27]=[CH:26][CH:25]=1.C1CCN2C(=NCCC2)CC1.C(OCC)(=O)C. (3) The reactants are [Cl:1][C:2]1[S:6][C:5]([C:7]([O:9]C)=[O:8])=[CH:4][C:3]=1[C:11]1[N:15]([CH3:16])[N:14]=[CH:13][CH:12]=1.[OH-].[Na+]. The catalyst is O1CCCC1. The product is [Cl:1][C:2]1[S:6][C:5]([C:7]([OH:9])=[O:8])=[CH:4][C:3]=1[C:11]1[N:15]([CH3:16])[N:14]=[CH:13][CH:12]=1. The yield is 0.960.